Dataset: Full USPTO retrosynthesis dataset with 1.9M reactions from patents (1976-2016). Task: Predict the reactants needed to synthesize the given product. (1) Given the product [CH3:11][N:12]1[CH2:13][CH2:14][N:15]([C:18]2[CH:23]=[CH:22][C:21]([NH:24][C:8]([C:5]3[NH:6][CH:7]=[C:3]([C:1]#[N:2])[CH:4]=3)=[O:10])=[C:20]([N:27]3[CH2:32][CH2:31][CH:30]([CH3:33])[CH2:29][CH2:28]3)[CH:19]=2)[CH2:16][CH2:17]1, predict the reactants needed to synthesize it. The reactants are: [C:1]([C:3]1[CH:4]=[C:5]([C:8]([OH:10])=O)[NH:6][CH:7]=1)#[N:2].[CH3:11][N:12]1[CH2:17][CH2:16][N:15]([C:18]2[CH:23]=[CH:22][C:21]([N+:24]([O-])=O)=[C:20]([N:27]3[CH2:32][CH2:31][CH:30]([CH3:33])[CH2:29][CH2:28]3)[CH:19]=2)[CH2:14][CH2:13]1. (2) Given the product [C:2]([C@@H:4]([NH:9][C:10](=[O:19])[O:11][CH2:12][C:13]1[CH:18]=[CH:17][CH:16]=[CH:15][CH:14]=1)[C:5]([CH3:8])([CH3:7])[CH3:6])#[N:1], predict the reactants needed to synthesize it. The reactants are: [NH2:1][C:2]([C@@H:4]([NH:9][C:10](=[O:19])[O:11][CH2:12][C:13]1[CH:18]=[CH:17][CH:16]=[CH:15][CH:14]=1)[C:5]([CH3:8])([CH3:7])[CH3:6])=O.P(Cl)(Cl)(Cl)=O.